From a dataset of NCI-60 drug combinations with 297,098 pairs across 59 cell lines. Regression. Given two drug SMILES strings and cell line genomic features, predict the synergy score measuring deviation from expected non-interaction effect. (1) Drug 1: CC1C(C(CC(O1)OC2CC(CC3=C2C(=C4C(=C3O)C(=O)C5=C(C4=O)C(=CC=C5)OC)O)(C(=O)C)O)N)O.Cl. Drug 2: C1C(C(OC1N2C=NC3=C2NC=NCC3O)CO)O. Cell line: K-562. Synergy scores: CSS=19.9, Synergy_ZIP=-6.59, Synergy_Bliss=-1.09, Synergy_Loewe=-36.2, Synergy_HSA=-1.39. (2) Drug 1: CC1=C(C=C(C=C1)NC2=NC=CC(=N2)N(C)C3=CC4=NN(C(=C4C=C3)C)C)S(=O)(=O)N.Cl. Drug 2: CCCCCOC(=O)NC1=NC(=O)N(C=C1F)C2C(C(C(O2)C)O)O. Cell line: NCI-H322M. Synergy scores: CSS=-6.71, Synergy_ZIP=2.32, Synergy_Bliss=-3.38, Synergy_Loewe=-6.60, Synergy_HSA=-6.65. (3) Drug 1: CN(C(=O)NC(C=O)C(C(C(CO)O)O)O)N=O. Drug 2: CC(C)CN1C=NC2=C1C3=CC=CC=C3N=C2N. Cell line: OVCAR-5. Synergy scores: CSS=-0.503, Synergy_ZIP=2.03, Synergy_Bliss=2.68, Synergy_Loewe=0.893, Synergy_HSA=0.508. (4) Drug 1: CN(C)N=NC1=C(NC=N1)C(=O)N. Drug 2: CC1C(C(CC(O1)OC2CC(CC3=C2C(=C4C(=C3O)C(=O)C5=C(C4=O)C(=CC=C5)OC)O)(C(=O)CO)O)N)O.Cl. Cell line: MCF7. Synergy scores: CSS=41.3, Synergy_ZIP=-2.14, Synergy_Bliss=-3.02, Synergy_Loewe=-14.2, Synergy_HSA=-0.0720. (5) Drug 1: C1CC(=O)NC(=O)C1N2CC3=C(C2=O)C=CC=C3N. Synergy scores: CSS=13.2, Synergy_ZIP=-2.84, Synergy_Bliss=0.681, Synergy_Loewe=-33.4, Synergy_HSA=2.32. Cell line: UACC-257. Drug 2: COC1=CC(=CC(=C1O)OC)C2C3C(COC3=O)C(C4=CC5=C(C=C24)OCO5)OC6C(C(C7C(O6)COC(O7)C8=CC=CS8)O)O. (6) Drug 1: C1=CC(=CC=C1C#N)C(C2=CC=C(C=C2)C#N)N3C=NC=N3. Drug 2: CC1CCCC2(C(O2)CC(NC(=O)CC(C(C(=O)C(C1O)C)(C)C)O)C(=CC3=CSC(=N3)C)C)C. Cell line: SK-OV-3. Synergy scores: CSS=37.4, Synergy_ZIP=0.597, Synergy_Bliss=-1.76, Synergy_Loewe=-7.15, Synergy_HSA=-0.119. (7) Drug 1: CN1CCC(CC1)COC2=C(C=C3C(=C2)N=CN=C3NC4=C(C=C(C=C4)Br)F)OC. Drug 2: CN(C(=O)NC(C=O)C(C(C(CO)O)O)O)N=O. Cell line: SN12C. Synergy scores: CSS=8.69, Synergy_ZIP=-5.20, Synergy_Bliss=-7.03, Synergy_Loewe=-6.91, Synergy_HSA=-5.60. (8) Drug 1: CC1C(C(CC(O1)OC2CC(CC3=C2C(=C4C(=C3O)C(=O)C5=C(C4=O)C(=CC=C5)OC)O)(C(=O)CO)O)N)O.Cl. Drug 2: CC1=C(N=C(N=C1N)C(CC(=O)N)NCC(C(=O)N)N)C(=O)NC(C(C2=CN=CN2)OC3C(C(C(C(O3)CO)O)O)OC4C(C(C(C(O4)CO)O)OC(=O)N)O)C(=O)NC(C)C(C(C)C(=O)NC(C(C)O)C(=O)NCCC5=NC(=CS5)C6=NC(=CS6)C(=O)NCCC[S+](C)C)O. Cell line: A498. Synergy scores: CSS=14.9, Synergy_ZIP=-9.61, Synergy_Bliss=-3.57, Synergy_Loewe=0.272, Synergy_HSA=1.34.